Task: Predict which catalyst facilitates the given reaction.. Dataset: Catalyst prediction with 721,799 reactions and 888 catalyst types from USPTO (1) Reactant: [CH2:1]1[C:9]2[C:4](=[CH:5][CH:6]=[CH:7][CH:8]=2)[CH2:3][NH:2]1.[F:10][C:11]([F:22])([F:21])[C:12](O[C:12](=[O:13])[C:11]([F:22])([F:21])[F:10])=[O:13].[N+:23]([O-])([O-:25])=[O:24].[K+].C(=O)(O)[O-].[Na+].C(=O)([O-])[O-].[Na+].[Na+]. Product: [F:10][C:11]([F:22])([F:21])[C:12]([N:2]1[CH2:3][C:4]2[C:9](=[CH:8][CH:7]=[C:6]([N+:23]([O-:25])=[O:24])[CH:5]=2)[CH2:1]1)=[O:13]. The catalyst class is: 10. (2) Reactant: [CH3:1][O:2][C:3]1[CH:12]=[CH:11][C:6]2[C:7]([CH3:10])=[N:8][O:9][C:5]=2[CH:4]=1.I[CH2:14][CH:15]1[CH2:20][CH2:19][N:18]([C:21]([O:23][C:24]([CH3:27])([CH3:26])[CH3:25])=[O:22])[CH2:17][CH2:16]1.[Li+].CC([N-]C(C)C)C. Product: [CH3:1][O:2][C:3]1[CH:12]=[CH:11][C:6]2[C:7]([CH2:10][CH2:14][CH:15]3[CH2:20][CH2:19][N:18]([C:21]([O:23][C:24]([CH3:25])([CH3:27])[CH3:26])=[O:22])[CH2:17][CH2:16]3)=[N:8][O:9][C:5]=2[CH:4]=1. The catalyst class is: 1.